This data is from Forward reaction prediction with 1.9M reactions from USPTO patents (1976-2016). The task is: Predict the product of the given reaction. (1) Given the reactants [CH:1]1([C:6]2[N:7]([CH2:15][C:16]([O:18]C(C)(C)C)=[O:17])[CH:8]=[C:9]([C:11]([F:14])([F:13])[F:12])[N:10]=2)[CH2:5][CH2:4][CH2:3][CH2:2]1, predict the reaction product. The product is: [CH:1]1([C:6]2[N:7]([CH2:15][C:16]([OH:18])=[O:17])[CH:8]=[C:9]([C:11]([F:12])([F:13])[F:14])[N:10]=2)[CH2:2][CH2:3][CH2:4][CH2:5]1. (2) Given the reactants [CH3:1][O:2][C:3]1[CH:4]=[C:5]([CH:9]=[CH:10][CH:11]=1)[C:6](Cl)=[O:7].Br[C:13]1[CH:21]=[CH:20][C:19]([O:22][CH3:23])=[CH:18][C:14]=1[C:15]([OH:17])=[O:16], predict the reaction product. The product is: [CH3:23][O:22][C:19]1[CH:20]=[CH:21][C:13]([C:6](=[O:7])[C:5]2[CH:9]=[CH:10][CH:11]=[C:3]([O:2][CH3:1])[CH:4]=2)=[C:14]([CH:18]=1)[C:15]([OH:17])=[O:16]. (3) The product is: [O:32]=[C:26]1[CH:25]([N:18]2[C:17](=[O:33])[C:16]3[C:20](=[CH:21][CH:22]=[CH:23][C:15]=3[CH2:14][NH:13][C:42]([NH:44][C:45]3[CH:46]=[N:47][CH:48]=[CH:49][CH:50]=3)=[O:41])[C:19]2=[O:24])[CH2:30][CH2:29][C:28](=[O:31])[NH:27]1. Given the reactants N12CCCN=C1CCCCC2.Cl.[NH2:13][CH2:14][C:15]1[CH:23]=[CH:22][CH:21]=[C:20]2[C:16]=1[C:17](=[O:33])[N:18]([CH:25]1[CH2:30][CH2:29][C:28](=[O:31])[NH:27][C:26]1=[O:32])[C:19]2=[O:24].O=C1CCC(=O)N1[O:41][C:42]([NH:44][C:45]1[CH:46]=[N:47][CH:48]=[CH:49][CH:50]=1)=O, predict the reaction product.